Dataset: Forward reaction prediction with 1.9M reactions from USPTO patents (1976-2016). Task: Predict the product of the given reaction. The product is: [Cl:10][C:9]1[C:5]2[CH:4]=[CH:3][C:2]([NH:1][S:32]([CH3:31])(=[O:34])=[O:33])=[CH:30][C:6]=2[S:7][C:8]=1[C:11]([NH:13][C:14]1[CH:19]=[CH:18][CH:17]=[C:16]([C:20]([C:23]2[CH:24]=[CH:25][C:26]([F:29])=[CH:27][CH:28]=2)([CH3:22])[CH3:21])[CH:15]=1)=[O:12]. Given the reactants [NH2:1][C:2]1[CH:3]=[CH:4][C:5]2[C:9]([Cl:10])=[C:8]([C:11]([NH:13][C:14]3[CH:19]=[CH:18][CH:17]=[C:16]([C:20]([C:23]4[CH:28]=[CH:27][C:26]([F:29])=[CH:25][CH:24]=4)([CH3:22])[CH3:21])[CH:15]=3)=[O:12])[S:7][C:6]=2[CH:30]=1.[CH3:31][S:32](Cl)(=[O:34])=[O:33], predict the reaction product.